This data is from Reaction yield outcomes from USPTO patents with 853,638 reactions. The task is: Predict the reaction yield, written as a fraction of the theoretical maximum amount of product (1.0 means a 100% yield; for example, 0.34 means a 34% yield). (1) The catalyst is C(#N)C. The product is [O:21]=[C:15]1[CH:14]([N:8]2[CH2:7][C:6]3[C:10](=[CH:11][CH:12]=[C:4]([CH2:3][NH:2][C:32]([NH:31][C:27]4[CH:28]=[CH:29][CH:30]=[C:25]([N+:22]([O-:24])=[O:23])[CH:26]=4)=[O:33])[CH:5]=3)[C:9]2=[O:13])[CH2:19][CH2:18][C:17](=[O:20])[NH:16]1. The reactants are Cl.[NH2:2][CH2:3][C:4]1[CH:5]=[C:6]2[C:10](=[CH:11][CH:12]=1)[C:9](=[O:13])[N:8]([CH:14]1[CH2:19][CH2:18][C:17](=[O:20])[NH:16][C:15]1=[O:21])[CH2:7]2.[N+:22]([C:25]1[CH:26]=[C:27]([N:31]=[C:32]=[O:33])[CH:28]=[CH:29][CH:30]=1)([O-:24])=[O:23]. The yield is 0.390. (2) The reactants are [NH2:1][NH2:2].[CH2:3]1[CH:10]2[C:6]3([C:12]4[O:13][C:14](=O)[C:15]5[CH:21]=[CH:20][CH:19]=[CH:18][C:16]=5[N:17]=4)[CH2:7][CH:8]([CH2:11][CH:4]1[CH2:5]3)[CH2:9]2. The catalyst is C1(C)C=CC=CC=1. The product is [NH2:1][N:2]1[C:14](=[O:13])[C:15]2[C:16](=[CH:18][CH:19]=[CH:20][CH:21]=2)[N:17]=[C:12]1[C:6]12[CH2:7][CH:8]3[CH2:11][CH:4]([CH2:3][CH:10]1[CH2:9]3)[CH2:5]2. The yield is 0.720. (3) The reactants are Cl.[Cl:2][C:3]1[CH:8]=[CH:7][C:6]([C@@H:9]([NH:13][C:14]([C:16]2([NH:34]C(=O)OC(C)(C)C)[CH2:21][CH2:20][N:19]([C:22]3[C:23]4[C:30]([CH:31]5[CH2:33][CH2:32]5)=[CH:29][NH:28][C:24]=4[N:25]=[CH:26][N:27]=3)[CH2:18][CH2:17]2)=[O:15])[CH2:10][CH2:11][OH:12])=[CH:5][CH:4]=1. The catalyst is O1CCOCC1.CO. The product is [NH2:34][C:16]1([C:14]([NH:13][C@H:9]([C:6]2[CH:7]=[CH:8][C:3]([Cl:2])=[CH:4][CH:5]=2)[CH2:10][CH2:11][OH:12])=[O:15])[CH2:17][CH2:18][N:19]([C:22]2[C:23]3[C:30]([CH:31]4[CH2:32][CH2:33]4)=[CH:29][NH:28][C:24]=3[N:25]=[CH:26][N:27]=2)[CH2:20][CH2:21]1. The yield is 0.0720. (4) The reactants are [CH3:1][C:2]1([CH3:23])[C:7](OS(C(F)(F)F)(=O)=O)=[CH:6][CH2:5][N:4]([C:16]([O:18][C:19]([CH3:22])([CH3:21])[CH3:20])=[O:17])[CH2:3]1.[B:24]1([B:24]2[O:28][C:27]([CH3:30])([CH3:29])[C:26]([CH3:32])([CH3:31])[O:25]2)[O:28][C:27]([CH3:30])([CH3:29])[C:26]([CH3:32])([CH3:31])[O:25]1.ClCCl.C([O-])(=O)C.[K+]. The catalyst is O1CCOCC1.C1C=CC(P([C]2[CH][CH][CH][CH]2)C2C=CC=CC=2)=CC=1.C1C=CC(P([C]2[CH][CH][CH][CH]2)C2C=CC=CC=2)=CC=1.Cl[Pd]Cl.[Fe].C1(P(C2C=CC=CC=2)[C-]2C=CC=C2)C=CC=CC=1.[C-]1(P(C2C=CC=CC=2)C2C=CC=CC=2)C=CC=C1.[Fe+2]. The product is [C:19]([O:18][C:16]([N:4]1[CH2:5][CH:6]=[C:7]([B:24]2[O:28][C:27]([CH3:30])([CH3:29])[C:26]([CH3:32])([CH3:31])[O:25]2)[C:2]([CH3:23])([CH3:1])[CH2:3]1)=[O:17])([CH3:22])([CH3:21])[CH3:20]. The yield is 0.380. (5) The product is [CH3:16][O:17][C:3]([C:4]1[CH:9]=[CH:8][C:7]([CH:10]([CH3:11])[CH2:19][OH:21])=[C:6]([N+:12]([O-:14])=[O:13])[CH:5]=1)=[O:15]. The catalyst is CS(C)=O. The yield is 0.380. The reactants are CO[C:3](=[O:15])[C:4]1[CH:9]=[CH:8][C:7]([CH2:10][CH3:11])=[C:6]([N+:12]([O-:14])=[O:13])[CH:5]=1.[CH2:16]=[O:17].C[C:19](C)([O-:21])C.[K+]. (6) The reactants are [CH:1]1(/[CH:4]=[C:5](\[CH2:10][CH2:11][CH2:12][CH2:13][CH3:14])/[C:6](OC)=[O:7])[CH2:3][CH2:2]1.[Cl-].[NH4+:16]. No catalyst specified. The product is [CH:1]1(/[CH:4]=[C:5](\[CH2:10][CH2:11][CH2:12][CH2:13][CH3:14])/[C:6]([NH2:16])=[O:7])[CH2:3][CH2:2]1. The yield is 0.890. (7) The reactants are N[C:2]1[CH:7]=[C:6]([CH3:8])[C:5]([Br:9])=[CH:4][N:3]=1.[BrH:10].BrBr.N([O-])=O.[Na+].[OH-].[Na+]. The catalyst is O.CCOCC.CCCCCC. The product is [Br:10][C:2]1[CH:7]=[C:6]([CH3:8])[C:5]([Br:9])=[CH:4][N:3]=1. The yield is 0.680. (8) The reactants are [I:1][C:2]1[C:3](=[O:19])[C:4]2[CH:9]=[CH:8][C:7](=O)[NH:6][C:5]=2[O:11][C:12]=1[C:13]1[CH:18]=[CH:17][CH:16]=[CH:15][CH:14]=1.CN(C=O)C.S(Cl)([Cl:27])=O. The catalyst is C(Cl)Cl. The product is [Cl:27][C:7]1[N:6]=[C:5]2[O:11][C:12]([C:13]3[CH:18]=[CH:17][CH:16]=[CH:15][CH:14]=3)=[C:2]([I:1])[C:3](=[O:19])[C:4]2=[CH:9][CH:8]=1. The yield is 0.740. (9) The reactants are Cl[CH2:2][CH2:3][O:4][C:5]1[C:13]2[C:8](=[N:9][CH:10]=[N:11][C:12]=2[NH:14][C:15]2[CH:20]=[CH:19][C:18]([O:21][CH2:22][C:23]3[CH:28]=[CH:27][CH:26]=[CH:25][N:24]=3)=[C:17]([Cl:29])[CH:16]=2)[NH:7][N:6]=1.[NH:30]1[CH2:34][CH2:33][CH2:32][CH2:31]1.[I-].[K+]. The catalyst is CC(N(C)C)=O. The product is [Cl:29][C:17]1[CH:16]=[C:15]([NH:14][C:12]2[N:11]=[CH:10][N:9]=[C:8]3[NH:7][N:6]=[C:5]([O:4][CH2:3][CH2:2][N:30]4[CH2:34][CH2:33][CH2:32][CH2:31]4)[C:13]=23)[CH:20]=[CH:19][C:18]=1[O:21][CH2:22][C:23]1[CH:28]=[CH:27][CH:26]=[CH:25][N:24]=1. The yield is 0.510. (10) The reactants are [N:1]([CH:4]([O:16][CH2:17][CH2:18][OH:19])[CH2:5][O:6][C:7]1[CH:8]=[C:9]([CH:13]=[CH:14][CH:15]=1)[C:10]([OH:12])=[O:11])=[N+:2]=[N-:3].[H-].[Na+].Br[CH2:23][C:24]([O:26][CH2:27][CH3:28])=[O:25]. The catalyst is C1COCC1. The product is [N:1]([CH:4]([O:16][CH2:17][CH2:18][O:19][CH2:23][C:24]([O:26][CH2:27][CH3:28])=[O:25])[CH2:5][O:6][C:7]1[CH:8]=[C:9]([CH:13]=[CH:14][CH:15]=1)[C:10]([OH:12])=[O:11])=[N+:2]=[N-:3]. The yield is 0.330.